Predict which catalyst facilitates the given reaction. From a dataset of Catalyst prediction with 721,799 reactions and 888 catalyst types from USPTO. (1) Reactant: [CH2:1]([O:8][C:9]1[CH:14]=[CH:13][C:12]([Br:15])=[CH:11][C:10]=1[CH:16]([CH:18](C(OC)=O)[C:19]([O:21][CH3:22])=[O:20])[CH3:17])[C:2]1[CH:7]=[CH:6][CH:5]=[CH:4][CH:3]=1.[Cl-].[Li+].O. Product: [CH2:1]([O:8][C:9]1[CH:14]=[CH:13][C:12]([Br:15])=[CH:11][C:10]=1[CH:16]([CH3:17])[CH2:18][C:19]([O:21][CH3:22])=[O:20])[C:2]1[CH:3]=[CH:4][CH:5]=[CH:6][CH:7]=1. The catalyst class is: 197. (2) Reactant: CS(OS(C)(=O)=O)(=O)=O.[CH3:10][O:11][C:12]([N:14]([C:30]1[C:39]([C:40]([O:42][CH3:43])=[O:41])=[C:38]2[C:33]([CH:34]3[CH2:44][CH:35]3[CH2:36][O:37]2)=[CH:32][CH:31]=1)[S:15]([C:18]1[CH:23]=[CH:22][C:21]([F:24])=[CH:20][C:19]=1/[CH:25]=[CH:26]\[CH2:27][CH2:28]O)(=[O:17])=[O:16])=[O:13].[CH:45]([N:48](C(C)C)[CH2:49][CH3:50])(C)[CH3:46].C(NCC)C. Product: [CH3:10][O:11][C:12]([N:14]([C:30]1[C:39]([C:40]([O:42][CH3:43])=[O:41])=[C:38]2[C:33]([CH:34]3[CH2:44][CH:35]3[CH2:36][O:37]2)=[CH:32][CH:31]=1)[S:15]([C:18]1[CH:23]=[CH:22][C:21]([F:24])=[CH:20][C:19]=1/[CH:25]=[CH:26]\[CH2:27][CH2:28][N:48]([CH2:49][CH3:50])[CH2:45][CH3:46])(=[O:17])=[O:16])=[O:13]. The catalyst class is: 34. (3) Reactant: [C:1]([O:5][C:6]([N:8]([CH2:20][C:21]1[N:26]2[CH:27]=[CH:28][N:29]=[C:25]2[CH:24]=[CH:23][CH:22]=1)[CH2:9][CH2:10][CH2:11][CH2:12][NH:13][C:14](=[O:19])[C:15]([F:18])([F:17])[F:16])=[O:7])([CH3:4])([CH3:3])[CH3:2].[Cl:30][C:31]([Cl:36])([Cl:35])[C:32](Cl)=[O:33]. Product: [Cl:30][C:31]([Cl:36])([Cl:35])[C:32]([C:27]1[N:26]2[C:21]([CH2:20][N:8]([C:6]([O:5][C:1]([CH3:4])([CH3:2])[CH3:3])=[O:7])[CH2:9][CH2:10][CH2:11][CH2:12][NH:13][C:14](=[O:19])[C:15]([F:18])([F:17])[F:16])=[CH:22][CH:23]=[CH:24][C:25]2=[N:29][CH:28]=1)=[O:33]. The catalyst class is: 251. (4) Reactant: [CH:1]([OH:12])=[CH:2][CH2:3][CH2:4][CH2:5][CH2:6][CH2:7][CH2:8][CH2:9][CH2:10][CH3:11].C(N(CC)CC)C.[C:20](Cl)(=[O:23])[CH:21]=[CH2:22]. Product: [C:20]([O:12][CH:1]=[CH:2][CH2:3][CH2:4][CH2:5][CH2:6][CH2:7][CH2:8][CH2:9][CH2:10][CH3:11])(=[O:23])[CH:21]=[CH2:22]. The catalyst class is: 11. (5) Reactant: [Br:1][C:2]1[CH:3]=[CH:4][C:5]([N+:9]([O-])=O)=[C:6]([NH2:8])[CH:7]=1.[CH3:12][O:13][C:14]1[CH:22]=[CH:21][C:17]([C:18](Cl)=[O:19])=[CH:16][CH:15]=1. Product: [NH2:9][C:5]1[CH:4]=[CH:3][C:2]([Br:1])=[CH:7][C:6]=1[NH:8][C:18](=[O:19])[C:17]1[CH:21]=[CH:22][C:14]([O:13][CH3:12])=[CH:15][CH:16]=1. The catalyst class is: 1.